This data is from Reaction yield outcomes from USPTO patents with 853,638 reactions. The task is: Predict the reaction yield, written as a fraction of the theoretical maximum amount of product (1.0 means a 100% yield; for example, 0.34 means a 34% yield). (1) The product is [C:8]1([C@:4]23[CH2:5][C@H:3]2[CH2:2][O:1][C:6]3=[O:18])[C:17]2[C:12](=[CH:13][CH:14]=[CH:15][CH:16]=2)[CH:11]=[CH:10][CH:9]=1. The reactants are [OH:1][CH2:2][CH:3]1[CH2:5][C@:4]1([C:8]1[C:17]2[C:12](=[CH:13][CH:14]=[CH:15][CH:16]=2)[CH:11]=[CH:10][CH:9]=1)[C:6]#N.[OH-:18].[Na+].Cl. The catalyst is ClCCl. The yield is 0.440. (2) The product is [O:9]1[C:10]2[CH:16]=[CH:15][CH:14]=[CH:13][C:11]=2[N:12]=[C:8]1[C:5]1[CH:6]=[CH:7][C:2]([N:28]2[C:29]3[CH:17]=[CH:18][CH:19]=[CH:20][C:21]=3[C:22]3[C:27]2=[CH:26][CH:25]=[CH:24][CH:23]=3)=[CH:3][CH:4]=1. The yield is 0.890. The catalyst is C1C=CC(/C=C/C(/C=C/C2C=CC=CC=2)=O)=CC=1.C1C=CC(/C=C/C(/C=C/C2C=CC=CC=2)=O)=CC=1.[Pd].C1(C)C=CC=CC=1.CCCCCC. The reactants are I[C:2]1[CH:7]=[CH:6][C:5]([C:8]2[O:9][C:10]3[CH:16]=[CH:15][CH:14]=[CH:13][C:11]=3[N:12]=2)=[CH:4][CH:3]=1.[CH:17]1[C:29]2[NH:28][C:27]3[C:22](=[CH:23][CH:24]=[CH:25][CH:26]=3)[C:21]=2[CH:20]=[CH:19][CH:18]=1.CC(C)([O-])C.[Na+].C(P(C(C)(C)C)C(C)(C)C)(C)(C)C. (3) The reactants are [N:1]([C@H:4]1[C@H:8]([OH:9])[CH2:7][N:6](C(OC(C)(C)C)=O)[CH2:5]1)=[N+:2]=[N-:3].C(=O)([O-])[O-].[K+].[K+]. The catalyst is C(O)(C(F)(F)F)=O.ClCCl.CO.ClCCl. The product is [N:1]([C@@H:4]1[CH2:5][NH:6][CH2:7][C@H:8]1[OH:9])=[N+:2]=[N-:3]. The yield is 1.00. (4) The reactants are Br[C:2]1[CH:7]=[CH:6][C:5]([N:8]([C:13]2[C:32]([CH:33]3[CH2:35][CH2:34]3)=[CH:31][C:16]3[C:17]([C:27]([NH:29][CH3:30])=[O:28])=[C:18]([C:20]4[CH:25]=[CH:24][C:23]([F:26])=[CH:22][CH:21]=4)[O:19][C:15]=3[CH:14]=2)[S:9]([CH3:12])(=[O:11])=[O:10])=[CH:4][C:3]=1[Cl:36].C(=O)([O-])[O-].[Na+].[Na+].[CH:43](B1OC(C)(C)C(C)(C)O1)=[CH2:44].O1CCOCC1. The catalyst is C1C=CC(P(C2C=CC=CC=2)[C-]2C=CC=C2)=CC=1.C1C=CC(P(C2C=CC=CC=2)[C-]2C=CC=C2)=CC=1.Cl[Pd]Cl.[Fe+2].C(Cl)Cl.O. The product is [Cl:36][C:3]1[CH:4]=[C:5]([N:8]([C:13]2[C:32]([CH:33]3[CH2:35][CH2:34]3)=[CH:31][C:16]3[C:17]([C:27]([NH:29][CH3:30])=[O:28])=[C:18]([C:20]4[CH:25]=[CH:24][C:23]([F:26])=[CH:22][CH:21]=4)[O:19][C:15]=3[CH:14]=2)[S:9]([CH3:12])(=[O:11])=[O:10])[CH:6]=[CH:7][C:2]=1[CH:43]=[CH2:44]. The yield is 0.900. (5) The reactants are [Cl:1][C:2]1[CH:3]=[C:4]([C:9]2[CH:14]=[CH:13][C:12]([C:15]3([C:18]([OH:20])=O)[CH2:17][CH2:16]3)=[CH:11][C:10]=2[F:21])[CH:5]=[CH:6][C:7]=1[Cl:8].[C:22](Cl)(=[O:26])[C:23](Cl)=O.[C:28]([CH2:31][NH:32][CH2:33][CH:34]([OH:41])[CH2:35][N:36](C)[C:37](=O)C)(=[O:30])[CH3:29].C(N(CC)CC)C. The catalyst is C(Cl)Cl.CN(C=O)C. The product is [C:28]([CH2:31][NH:32][CH2:33][CH:34]([O:41][C:22](=[O:26])[CH3:23])[CH2:35][NH:36][CH2:37][C:18]([C:15]1([C:12]2[CH:13]=[CH:14][C:9]([C:4]3[CH:5]=[CH:6][C:7]([Cl:8])=[C:2]([Cl:1])[CH:3]=3)=[C:10]([F:21])[CH:11]=2)[CH2:17][CH2:16]1)=[O:20])(=[O:30])[CH3:29]. The yield is 0.210.